From a dataset of Forward reaction prediction with 1.9M reactions from USPTO patents (1976-2016). Predict the product of the given reaction. (1) Given the reactants Cl[C:2]1[C:11]2[C:6](=[CH:7][C:8]([O:14][CH2:15][CH2:16][CH2:17][N:18]3[CH2:22][CH2:21][CH2:20][CH2:19]3)=[C:9]([O:12][CH3:13])[CH:10]=2)[N:5]=[CH:4][N:3]=1.[OH:23][C:24]1[CH:25]=[C:26]2[C:30](=[CH:31][CH:32]=1)[NH:29][C:28]([C:33]([F:36])([F:35])[F:34])=[CH:27]2, predict the reaction product. The product is: [CH3:13][O:12][C:9]1[CH:10]=[C:11]2[C:6](=[CH:7][C:8]=1[O:14][CH2:15][CH2:16][CH2:17][N:18]1[CH2:22][CH2:21][CH2:20][CH2:19]1)[N:5]=[CH:4][N:3]=[C:2]2[O:23][C:24]1[CH:25]=[C:26]2[C:30](=[CH:31][CH:32]=1)[NH:29][C:28]([C:33]([F:36])([F:34])[F:35])=[CH:27]2. (2) Given the reactants [F:1][C:2]([F:7])([F:6])[C:3]([OH:5])=[O:4].Br[C:9]1[CH:10]=[C:11]([C:15]2[C:19]([C:20]3[N:21]=[C:22]([CH:25]4[CH2:30][CH2:29][N:28]([C:31](=[O:38])[CH2:32][C:33]5[S:34][CH:35]=[CH:36][CH:37]=5)[CH2:27][CH2:26]4)[S:23][CH:24]=3)=[C:18]([CH3:39])[O:17][N:16]=2)[CH:12]=[CH:13][CH:14]=1.[C:40]([NH:43][C:44]1[CH:49]=[CH:48][C:47](B(O)O)=[CH:46][CH:45]=1)(=[O:42])[CH3:41].C([O-])([O-])=O.[Na+].[Na+], predict the reaction product. The product is: [F:1][C:2]([F:7])([F:6])[C:3]([OH:5])=[O:4].[CH3:39][C:18]1[O:17][N:16]=[C:15]([C:11]2[CH:10]=[C:9]([C:47]3[CH:48]=[CH:49][C:44]([NH:43][C:40](=[O:42])[CH3:41])=[CH:45][CH:46]=3)[CH:14]=[CH:13][CH:12]=2)[C:19]=1[C:20]1[N:21]=[C:22]([CH:25]2[CH2:30][CH2:29][N:28]([C:31](=[O:38])[CH2:32][C:33]3[S:34][CH:35]=[CH:36][CH:37]=3)[CH2:27][CH2:26]2)[S:23][CH:24]=1. (3) Given the reactants C(=O)CC[CH2:4][CH2:5][CH3:6].[NH:8]1[CH2:13][CH2:12][CH2:11][CH2:10][CH2:9]1.Cl[CH2:15]Cl.[C:17]([OH:20])(=[O:19])C, predict the reaction product. The product is: [CH3:15][O:20][C:17](=[O:19])/[C:12](/[C:13]#[N:8])=[CH:11]/[CH2:10][CH2:9][CH2:6][CH2:5][CH3:4]. (4) Given the reactants [CH3:1][O:2][C:3]1[CH:4]=[C:5]2[C:9](=[CH:10][CH:11]=1)[NH:8][CH:7]=[C:6]2[CH2:12][C:13]([OH:15])=O.[CH2:16]([NH:19][CH2:20][CH2:21][CH3:22])[CH2:17][CH3:18].CCN=C=NCCCN(C)C, predict the reaction product. The product is: [CH2:16]([N:19]([CH2:20][CH2:21][CH3:22])[C:13]([CH2:12][C:6]1[C:5]2[C:9](=[CH:10][CH:11]=[C:3]([O:2][CH3:1])[CH:4]=2)[NH:8][CH:7]=1)=[O:15])[CH2:17][CH3:18]. (5) Given the reactants [CH2:1]([O:8][C:9]1[CH:14]=[CH:13][C:12]([OH:15])=[CH:11][CH:10]=1)[C:2]1[CH:7]=[CH:6][CH:5]=[CH:4][CH:3]=1.C([O-])([O-])=O.[K+].[K+].F[C:23]1[CH:30]=[CH:29][C:26]([CH:27]=[O:28])=[CH:25][CH:24]=1.O, predict the reaction product. The product is: [CH2:1]([O:8][C:9]1[CH:10]=[CH:11][C:12]([O:15][C:23]2[CH:30]=[CH:29][C:26]([CH:27]=[O:28])=[CH:25][CH:24]=2)=[CH:13][CH:14]=1)[C:2]1[CH:3]=[CH:4][CH:5]=[CH:6][CH:7]=1. (6) Given the reactants [C:1]([C:4]1[CH:5]=[C:6]([C:14]([O:16][CH3:17])=[O:15])[C:7]([Cl:13])=[C:8]2[C:12]=1[NH:11][CH:10]=[CH:9]2)(=[O:3])[CH3:2].[CH3:18][Mg]Br.C(OCC)C, predict the reaction product. The product is: [Cl:13][C:7]1[C:6]([C:14]([O:16][CH3:17])=[O:15])=[CH:5][C:4]([C:1]([OH:3])([CH3:18])[CH3:2])=[C:12]2[C:8]=1[CH:9]=[CH:10][NH:11]2. (7) Given the reactants [Br:1][C:2]1[C:3]([F:16])=[CH:4][CH:5]=[C:6]2[C:11]=1[N:10]=[C:9](Cl)[N:8]([CH2:13][CH3:14])[C:7]2=[O:15].[C:17]([NH2:21])([CH3:20])([CH3:19])[CH3:18], predict the reaction product. The product is: [Br:1][C:2]1[C:3]([F:16])=[CH:4][CH:5]=[C:6]2[C:11]=1[N:10]=[C:9]([NH:21][C:17]([CH3:20])([CH3:19])[CH3:18])[N:8]([CH2:13][CH3:14])[C:7]2=[O:15]. (8) The product is: [CH3:1][C:2]1[C:3](=[O:10])[N:4]([CH2:21][C:20]2[CH:23]=[CH:24][CH:25]=[CH:26][C:19]=2[C:17]#[N:18])[C:5]([S:8][CH3:9])=[N:6][N:7]=1. Given the reactants [CH3:1][C:2]1[C:3](=[O:10])[NH:4][C:5]([S:8][CH3:9])=[N:6][N:7]=1.C([O-])([O-])=O.[K+].[K+].[C:17]([C:19]1[CH:26]=[CH:25][CH:24]=[CH:23][C:20]=1[CH2:21]Br)#[N:18], predict the reaction product.